Task: Predict the product of the given reaction.. Dataset: Forward reaction prediction with 1.9M reactions from USPTO patents (1976-2016) (1) The product is: [NH2:1][C:2]1[C:3]2[N:11]=[C:10]([C:12]3[CH:13]=[C:14]([CH:18]=[C:19]([F:21])[CH:20]=3)[C:15]([NH:23][CH2:24][CH2:25][N:26]([CH3:27])[CH3:28])=[O:17])[CH:9]=[CH:8][C:4]=2[N:5]=[CH:6][N:7]=1. Given the reactants [NH2:1][C:2]1[C:3]2[N:11]=[C:10]([C:12]3[CH:13]=[C:14]([CH:18]=[C:19]([F:21])[CH:20]=3)[C:15]([OH:17])=O)[CH:9]=[CH:8][C:4]=2[N:5]=[CH:6][N:7]=1.C[NH:23][CH2:24][CH2:25][NH:26][CH3:27].[CH3:28]N(C(ON1N=NC2C=CC=NC1=2)=[N+](C)C)C.F[P-](F)(F)(F)(F)F.CCN(C(C)C)C(C)C, predict the reaction product. (2) Given the reactants [OH-].[Na+:2].C([O:5][C:6](=[O:35])[C:7]([CH3:34])([CH3:33])[C:8]1[CH:13]=[CH:12][CH:11]=[C:10]([C:14]2[C:23]3[C:18](=[CH:19][C:20]([O:29][CH3:30])=[C:21]4[O:26][C:25]([CH3:28])([CH3:27])[CH2:24][C:22]4=3)[CH2:17][C:16]([CH3:32])([CH3:31])[N:15]=2)[CH:9]=1)C.Cl.C(OC(=O)C(C)(C)C1C=CC=C(C2C3C(=CC(OC)=C4OC(C)(C)CC4=3)CC(C)(C)N=2)C=1)C, predict the reaction product. The product is: [Na+:2].[CH3:33][C:7]([CH3:34])([C:8]1[CH:13]=[CH:12][CH:11]=[C:10]([C:14]2[C:23]3[C:18](=[CH:19][C:20]([O:29][CH3:30])=[C:21]4[O:26][C:25]([CH3:27])([CH3:28])[CH2:24][C:22]4=3)[CH2:17][C:16]([CH3:32])([CH3:31])[N:15]=2)[CH:9]=1)[C:6]([O-:35])=[O:5]. (3) Given the reactants Br[C:2]1[CH:3]=[CH:4][C:5]([C:13]([OH:15])=[O:14])=[N:6][C:7]=1[O:8][CH2:9][CH:10]1[CH2:12][CH2:11]1.[O:16]1[CH2:21][CH:20]=[C:19](B2OC(C)(C)C(C)(C)O2)[CH2:18][CH2:17]1.C(=O)([O-])[O-].[Na+].[Na+].O, predict the reaction product. The product is: [CH:10]1([CH2:9][O:8][C:7]2[N:6]=[C:5]([C:13]([OH:15])=[O:14])[CH:4]=[CH:3][C:2]=2[CH:19]2[CH2:20][CH2:21][O:16][CH2:17][CH2:18]2)[CH2:12][CH2:11]1. (4) Given the reactants [CH2:1]([O:8][C:9]1[N:10]=[N:11][C:12]([C:23]#[C:24][C:25]2[CH:30]=[CH:29][CH:28]=[CH:27][CH:26]=2)=[CH:13][C:14]=1[O:15][CH2:16][C:17]1[CH:22]=[CH:21][CH:20]=[CH:19][CH:18]=1)[C:2]1[CH:7]=[CH:6][CH:5]=[CH:4][CH:3]=1.C(OC1N=NC(Cl)=CC=1OCC1C=CC=CC=1)C1C=CC=CC=1.C(C1C=CC=CC=1[C:62]([F:65])([F:64])[F:63])#C, predict the reaction product. The product is: [CH2:1]([O:8][C:9]1[N:10]=[N:11][C:12]([C:23]#[C:24][C:25]2[CH:30]=[CH:29][CH:28]=[CH:27][C:26]=2[C:62]([F:65])([F:64])[F:63])=[CH:13][C:14]=1[O:15][CH2:16][C:17]1[CH:18]=[CH:19][CH:20]=[CH:21][CH:22]=1)[C:2]1[CH:3]=[CH:4][CH:5]=[CH:6][CH:7]=1. (5) Given the reactants [Cl:1][C:2]1[CH:3]=[C:4]([CH:10]=[C:11]([Cl:13])[N:12]=1)[C:5](OCC)=[O:6].C(O[BH-](OC(=O)C)OC(=O)C)(=O)C.[Na+], predict the reaction product. The product is: [Cl:1][C:2]1[CH:3]=[C:4]([CH2:5][OH:6])[CH:10]=[C:11]([Cl:13])[N:12]=1. (6) Given the reactants Cl[C:2]1[CH:3]=[CH:4][C:5]2[N:11]3[CH2:12][C@H:8]([CH2:9][CH2:10]3)[N:7]([C:13]([NH:15][C:16]3[CH:21]=[N:20][CH:19]=[CH:18][N:17]=3)=[O:14])[C:6]=2[N:22]=1.[CH3:23][C:24]1[CH:29]=[C:28](B(O)O)[CH:27]=[CH:26][N:25]=1.C([O-])(O)=O.[Na+], predict the reaction product. The product is: [CH3:23][C:24]1[CH:29]=[C:28]([C:2]2[CH:3]=[CH:4][C:5]3[N:11]4[CH2:12][C@H:8]([CH2:9][CH2:10]4)[N:7]([C:13]([NH:15][C:16]4[CH:21]=[N:20][CH:19]=[CH:18][N:17]=4)=[O:14])[C:6]=3[N:22]=2)[CH:27]=[CH:26][N:25]=1. (7) Given the reactants [C:1]([SiH2:5][O:6][C:7]([CH3:23])([CH3:22])[C:8]1[CH:13]=[CH:12][C:11]([CH2:14][CH:15]([O:19][CH2:20][CH3:21])[C:16]([OH:18])=[O:17])=[CH:10][CH:9]=1)([CH3:4])([CH3:3])[CH3:2].[Cl:24][C:25]([Cl:29])([Cl:28])[CH2:26]O.C(Cl)CCl.Cl, predict the reaction product. The product is: [Cl:24][C:25]([Cl:29])([Cl:28])[CH2:26][O:17][C:16](=[O:18])[CH:15]([O:19][CH2:20][CH3:21])[CH2:14][C:11]1[CH:12]=[CH:13][C:8]([C:7]([CH3:22])([CH3:23])[O:6][SiH2:5][C:1]([CH3:3])([CH3:4])[CH3:2])=[CH:9][CH:10]=1. (8) The product is: [Br:1][C:2]1[CH:3]=[C:4]([CH2:8][CH2:9][NH:10][C:19](=[O:20])[C:21]([F:24])([F:23])[F:22])[CH:5]=[CH:6][CH:7]=1. Given the reactants [Br:1][C:2]1[CH:3]=[C:4]([CH2:8][CH2:9][NH2:10])[CH:5]=[CH:6][CH:7]=1.N1C(C)=CC=CC=1C.[C:19](O[C:19]([C:21]([F:24])([F:23])[F:22])=[O:20])([C:21]([F:24])([F:23])[F:22])=[O:20], predict the reaction product. (9) Given the reactants C([Li])CCC.CCCCCC.[C:12]([O:15][C:16]([CH3:19])([CH3:18])[CH3:17])(=[O:14])[CH3:13].[CH2:20]([O:27][C:28]([N:30]1[CH2:35][CH2:34][CH:33]([C:36](Cl)=[O:37])[CH2:32][CH2:31]1)=[O:29])[C:21]1[CH:26]=[CH:25][CH:24]=[CH:23][CH:22]=1.[Cl-].[NH4+], predict the reaction product. The product is: [CH2:20]([O:27][C:28]([N:30]1[CH2:35][CH2:34][CH:33]([C:36](=[O:37])[CH2:13][C:12]([O:15][C:16]([CH3:19])([CH3:18])[CH3:17])=[O:14])[CH2:32][CH2:31]1)=[O:29])[C:21]1[CH:26]=[CH:25][CH:24]=[CH:23][CH:22]=1. (10) Given the reactants CS[C:3]1[CH:8]=[N:7][CH:6]=[CH:5][N:4]=1.[Br-].[CH2:10]([Zn+])[C:11]1[CH:16]=[CH:15][CH:14]=[CH:13][CH:12]=1, predict the reaction product. The product is: [CH2:10]([C:3]1[CH:8]=[N:7][CH:6]=[CH:5][N:4]=1)[C:11]1[CH:16]=[CH:15][CH:14]=[CH:13][CH:12]=1.